Predict the reactants needed to synthesize the given product. From a dataset of Full USPTO retrosynthesis dataset with 1.9M reactions from patents (1976-2016). (1) Given the product [C:8]1([CH:7]2[CH2:2][NH:3][CH2:4][CH2:5][NH:6]2)[CH:9]=[CH:10][CH:11]=[CH:12][CH:13]=1, predict the reactants needed to synthesize it. The reactants are: O=[C:2]1[CH:7]([C:8]2[CH:13]=[CH:12][CH:11]=[CH:10][CH:9]=2)[NH:6][CH2:5][CH2:4][NH:3]1.O.[OH-].[Na+]. (2) Given the product [CH3:34][C:31]([O:30][C:28]([C:10]1[N:9]([CH2:8][C:45]2([C:46]([OH:48])=[O:47])[CH:49]=[CH:50][CH:51]=[C:43]([C:15]3[CH:16]=[CH:17][C:12]([CH3:11])=[CH:13][CH:14]=3)[CH2:44]2)[C:17]2[C:12]([C:11]=1[C:18]1[CH:19]=[CH:20][C:21]([C:24]([CH3:25])([CH3:26])[CH3:27])=[CH:22][CH:23]=1)=[CH:13][CH:14]=[CH:15][CH:16]=2)=[O:29])([CH3:32])[CH3:33], predict the reactants needed to synthesize it. The reactants are: BrC1C=CC(C)=C([CH2:8][N:9]2[C:17]3[C:12](=[CH:13][CH:14]=[CH:15][CH:16]=3)[C:11]([C:18]3[CH:23]=[CH:22][C:21]([C:24]([CH3:27])([CH3:26])[CH3:25])=[CH:20][CH:19]=3)=[C:10]2[C:28]([O:30][C:31]([CH3:34])([CH3:33])[CH3:32])=[O:29])C=1.C([O-])(O)=O.[Na+].OB(O)[C:43]1[CH:44]=[C:45]([CH:49]=[CH:50][CH:51]=1)[C:46]([OH:48])=[O:47]. (3) The reactants are: C(OC([N:11](C(OCC1C=CC=CC=1)=O)[CH2:12][CH2:13][CH2:14][CH2:15][C:16]#[C:17][C:18]([OH:24])([CH3:23])[C:19]([OH:22])([CH3:21])[CH3:20])=O)C1C=CC=CC=1. Given the product [NH2:11][CH2:12][CH2:13][CH2:14][CH2:15][CH2:16][CH2:17][C:18]([OH:24])([CH3:23])[C:19]([OH:22])([CH3:20])[CH3:21], predict the reactants needed to synthesize it. (4) Given the product [Cl:34][C:15]1[CH:16]=[C:17]([F:33])[C:18]([N:20]2[C:25](=[O:26])[CH:24]=[C:23]([C:27]([F:30])([F:29])[F:28])[N:22]([CH3:31])[C:21]2=[O:32])=[CH:19][C:14]=1[C:13](=[N:12][N:11]=[C:6]([CH3:5])[C:7]([CH3:8])([CH3:9])[CH3:10])[O:35][C:1](=[O:3])[CH3:2], predict the reactants needed to synthesize it. The reactants are: [C:1](Cl)(=[O:3])[CH3:2].[CH3:5][C:6](=[N:11][NH:12][C:13](=[O:35])[C:14]1[CH:19]=[C:18]([N:20]2[C:25](=[O:26])[CH:24]=[C:23]([C:27]([F:30])([F:29])[F:28])[N:22]([CH3:31])[C:21]2=[O:32])[C:17]([F:33])=[CH:16][C:15]=1[Cl:34])[C:7]([CH3:10])([CH3:9])[CH3:8].C(N(CC)CC)C. (5) Given the product [CH3:21][O:20][C:18](=[O:19])[C:17]1[CH:22]=[CH:23][CH:24]=[CH:25][C:16]=1[S:13](=[O:14])(=[O:15])[NH:1][C:2]1[CH:3]=[CH:4][CH:5]=[C:6]2[C:11]=1[N:10]=[CH:9][CH:8]=[CH:7]2, predict the reactants needed to synthesize it. The reactants are: [NH2:1][C:2]1[CH:3]=[CH:4][CH:5]=[C:6]2[C:11]=1[N:10]=[CH:9][CH:8]=[CH:7]2.Cl[S:13]([C:16]1[CH:25]=[CH:24][CH:23]=[CH:22][C:17]=1[C:18]([O:20][CH3:21])=[O:19])(=[O:15])=[O:14]. (6) The reactants are: [Cl:1][CH2:2][CH2:3][OH:4].[C:5]1([C:11](O)=[O:12])[CH2:10][CH2:9][CH2:8][CH2:7][CH:6]=1.C(Cl)CCl. Given the product [Cl:1][CH2:2][CH2:3][O:4][C:11]([C:5]1[CH2:10][CH2:9][CH2:8][CH2:7][CH:6]=1)=[O:12], predict the reactants needed to synthesize it. (7) Given the product [CH3:9][O:8][C:5]1[N:4]=[CH:3][C:2]([NH:1][C:23](=[O:24])[O:22][C:16]2[CH:21]=[CH:20][CH:19]=[CH:18][CH:17]=2)=[CH:7][CH:6]=1, predict the reactants needed to synthesize it. The reactants are: [NH2:1][C:2]1[CH:3]=[N:4][C:5]([O:8][CH3:9])=[CH:6][CH:7]=1.N1C=CC=CC=1.[C:16]1([O:22][C:23](Cl)=[O:24])[CH:21]=[CH:20][CH:19]=[CH:18][CH:17]=1. (8) Given the product [CH3:34][C:12]([NH:11][C:9](=[O:10])[O:8][CH2:1][C:2]1[CH:3]=[CH:4][CH:5]=[CH:6][CH:7]=1)([CH3:35])[C:13](=[O:14])[N:15]1[CH2:24][C:23]2[NH:22][C:21]3[CH:25]=[CH:26][CH:27]=[C:28]4[C:29](=[O:31])[NH:37][N:38]=[C:19]([C:20]=34)[C:18]=2[CH2:17][CH2:16]1, predict the reactants needed to synthesize it. The reactants are: [CH2:1]([O:8][C:9]([NH:11][C:12]([CH3:35])([CH3:34])[C:13]([N:15]1[CH2:24][C:23]2[NH:22][C:21]3[CH:25]=[CH:26][CH:27]=[C:28]([C:29]([O:31]C)=O)[C:20]=3[C:19](=O)[C:18]=2[CH2:17][CH2:16]1)=[O:14])=[O:10])[C:2]1[CH:7]=[CH:6][CH:5]=[CH:4][CH:3]=1.O.[NH2:37][NH2:38].C(O)(=O)C.O.